Binary Classification. Given a T-cell receptor sequence (or CDR3 region) and an epitope sequence, predict whether binding occurs between them. From a dataset of TCR-epitope binding with 47,182 pairs between 192 epitopes and 23,139 TCRs. (1) The epitope is VTEHDTLLY. The TCR CDR3 sequence is CASSPRTSGNEQFF. Result: 1 (the TCR binds to the epitope). (2) The epitope is VLWAHGFEL. The TCR CDR3 sequence is CASSPLQGFTWNEQFF. Result: 1 (the TCR binds to the epitope). (3) The epitope is SLYNTVATL. The TCR CDR3 sequence is CATSTGDSNQPQHF. Result: 0 (the TCR does not bind to the epitope).